This data is from Reaction yield outcomes from USPTO patents with 853,638 reactions. The task is: Predict the reaction yield, written as a fraction of the theoretical maximum amount of product (1.0 means a 100% yield; for example, 0.34 means a 34% yield). (1) The reactants are C[O:2][C:3](=[O:24])[C:4]1[CH:9]=[CH:8][C:7]([NH:10][S:11]([C:14]2[CH:19]=[CH:18][C:17]([S:20]([CH3:23])(=[O:22])=[O:21])=[CH:16][CH:15]=2)(=[O:13])=[O:12])=[CH:6][CH:5]=1.CO.[OH-].[Na+]. The catalyst is O1CCCC1. The product is [CH3:23][S:20]([C:17]1[CH:16]=[CH:15][C:14]([S:11]([NH:10][C:7]2[CH:8]=[CH:9][C:4]([C:3]([OH:24])=[O:2])=[CH:5][CH:6]=2)(=[O:13])=[O:12])=[CH:19][CH:18]=1)(=[O:21])=[O:22]. The yield is 0.900. (2) The reactants are Br[C:2]1[C:7]([C:8]([F:11])([F:10])[F:9])=[CH:6][C:5]([NH:12][C:13]2[N:17]=[C:16]([NH2:18])[NH:15][N:14]=2)=[CH:4][C:3]=1[Cl:19].CN1C(C)(C)CC(SC2C=CC(B3OC(C)(C)C(C)(C)O3)=CC=2)CC1(C)C.[CH3:47][N:48]([CH3:67])[S:49]([C:52]1[CH:57]=[CH:56][C:55](B2OC(C)(C)C(C)(C)O2)=[CH:54][CH:53]=1)(=[O:51])=[O:50].C([O-])([O-])=O.[K+].[K+]. The catalyst is COCCOC.O1CCOCC1.C1C=CC([P]([Pd]([P](C2C=CC=CC=2)(C2C=CC=CC=2)C2C=CC=CC=2)([P](C2C=CC=CC=2)(C2C=CC=CC=2)C2C=CC=CC=2)[P](C2C=CC=CC=2)(C2C=CC=CC=2)C2C=CC=CC=2)(C2C=CC=CC=2)C2C=CC=CC=2)=CC=1. The product is [NH2:18][C:16]1[NH:15][N:14]=[C:13]([NH:12][C:5]2[CH:6]=[C:7]([C:8]([F:11])([F:10])[F:9])[C:2]([C:55]3[CH:54]=[CH:53][C:52]([S:49]([N:48]([CH3:67])[CH3:47])(=[O:50])=[O:51])=[CH:57][CH:56]=3)=[C:3]([Cl:19])[CH:4]=2)[N:17]=1. The yield is 0.100. (3) The reactants are [O:1]1[C:5]2([CH2:10][CH2:9][CH:8]([NH:11][C:12]3[NH:16][N:15]=[CH:14][CH:13]=3)[CH2:7][CH2:6]2)[O:4][CH2:3][CH2:2]1.N12CCCN=C1CCCCC2.[C:28]([C:30]1[CH:35]=[CH:34][CH:33]=[CH:32][C:31]=1[C:36]1[CH:41]=[CH:40][C:39]([CH2:42][CH:43]([C:48](=O)[CH2:49][CH2:50][CH2:51][CH3:52])[C:44](OC)=[O:45])=[CH:38][C:37]=1[F:54])#[N:29].C(OCC)(=O)C. The catalyst is CCN(C1C=CC=CC=1)CC.O. The product is [CH2:49]([C:48]1[N:16]2[N:15]=[CH:14][CH:13]=[C:12]2[N:11]([CH:8]2[CH2:7][CH2:6][C:5]3([O:4][CH2:3][CH2:2][O:1]3)[CH2:10][CH2:9]2)[C:44](=[O:45])[C:43]=1[CH2:42][C:39]1[CH:40]=[CH:41][C:36]([C:31]2[C:30]([C:28]#[N:29])=[CH:35][CH:34]=[CH:33][CH:32]=2)=[C:37]([F:54])[CH:38]=1)[CH2:50][CH2:51][CH3:52]. The yield is 0.870. (4) The reactants are Br[C:2]1[C:7](=[O:8])[N:6]([CH2:9][C:10]2[CH:15]=[CH:14][C:13]([C:16]3[C:17]([C:22]#[N:23])=[CH:18][CH:19]=[CH:20][CH:21]=3)=[CH:12][CH:11]=2)[C:5]([CH2:24][CH2:25][CH3:26])=[N:4][C:3]=1[CH2:27][CH3:28].[CH:29]([O:32][C:33]1[CH:38]=[CH:37][C:36](B(O)O)=[CH:35][CH:34]=1)([CH3:31])[CH3:30]. The catalyst is C(=O)([O-])[O-].[Cs+].[Cs+].O1CCOCC1.C(OCC)(=O)C.C1C=CC(P(C2C=CC=CC=2)[C-]2C=CC=C2)=CC=1.C1C=CC(P(C2C=CC=CC=2)[C-]2C=CC=C2)=CC=1.Cl[Pd]Cl.[Fe+2]. The product is [CH2:27]([C:3]1[N:4]=[C:5]([CH2:24][CH2:25][CH3:26])[N:6]([CH2:9][C:10]2[CH:11]=[CH:12][C:13]([C:16]3[C:17]([C:22]#[N:23])=[CH:18][CH:19]=[CH:20][CH:21]=3)=[CH:14][CH:15]=2)[C:7](=[O:8])[C:2]=1[C:36]1[CH:37]=[CH:38][C:33]([O:32][CH:29]([CH3:31])[CH3:30])=[CH:34][CH:35]=1)[CH3:28]. The yield is 0.890. (5) The reactants are C[O:2][C:3]([C:5]1[CH:6]=[C:7]2[C:12](=[CH:13][CH:14]=1)[NH:11][CH:10]([C:15]1[CH:20]=[CH:19][CH:18]=[C:17]([N:21]3[CH2:25][CH2:24][CH2:23][CH2:22]3)[CH:16]=1)[CH2:9][C:8]2([CH3:27])[CH3:26])=[O:4].[OH-].[Na+].Cl. The catalyst is CO.O1CCCC1.O. The product is [CH3:26][C:8]1([CH3:27])[C:7]2[C:12](=[CH:13][CH:14]=[C:5]([C:3]([OH:4])=[O:2])[CH:6]=2)[NH:11][CH:10]([C:15]2[CH:20]=[CH:19][CH:18]=[C:17]([N:21]3[CH2:25][CH2:24][CH2:23][CH2:22]3)[CH:16]=2)[CH2:9]1. The yield is 0.990.